Dataset: HIV replication inhibition screening data with 41,000+ compounds from the AIDS Antiviral Screen. Task: Binary Classification. Given a drug SMILES string, predict its activity (active/inactive) in a high-throughput screening assay against a specified biological target. (1) The drug is c1ccc([B-]2(c3ccccc3)NCCC[OH+]2)cc1. The result is 0 (inactive). (2) The molecule is CCCC(=O)[OH+][Co-4](N)(N)(N)(N)[OH+]C(=O)CCC.[O-][Cl+3]([O-])([O-])O. The result is 0 (inactive). (3) The drug is O=C1CC(=O)NC(NN2C(=O)CSC2c2ccccc2)=N1. The result is 0 (inactive). (4) The molecule is COC(=O)c1ccccc1C=C1Cc2ccc3c(c2C1=O)CCC3. The result is 0 (inactive). (5) The result is 0 (inactive). The molecule is CC1(C)CNCC(C)(OCc2ccccc2)N1. (6) The drug is CNC(=O)CNC(=O)CCC(=O)OC. The result is 0 (inactive). (7) The result is 0 (inactive). The drug is CCOC(=O)c1cnccc1CC1(C#N)c2ccccc2C=CN1C(=O)c1ccccc1.